From a dataset of Catalyst prediction with 721,799 reactions and 888 catalyst types from USPTO. Predict which catalyst facilitates the given reaction. (1) Reactant: Cl[CH2:2][C:3]1[CH:8]=[CH:7][CH:6]=[C:5]([F:9])[CH:4]=1.[OH:10][C:11]1[CH:16]=[CH:15][C:14]([C:17]2([CH2:21][C:22]([O:24][CH2:25][CH3:26])=[O:23])[CH2:20][O:19][CH2:18]2)=[CH:13][CH:12]=1.C(=O)([O-])[O-].[Cs+].[Cs+]. Product: [F:9][C:5]1[CH:4]=[C:3]([CH:8]=[CH:7][CH:6]=1)[CH2:2][O:10][C:11]1[CH:16]=[CH:15][C:14]([C:17]2([CH2:21][C:22]([O:24][CH2:25][CH3:26])=[O:23])[CH2:18][O:19][CH2:20]2)=[CH:13][CH:12]=1. The catalyst class is: 3. (2) Reactant: Cl[C:2]1[C:11]2=[N:12][N:13](CC3C=CC(OC)=CC=3)[CH:14]=[C:10]2[C:9]2[CH:8]=[C:7]([O:24][CH3:25])[CH:6]=[CH:5][C:4]=2[N:3]=1.[CH:26]1([N:31]2[CH2:36][CH2:35][N:34]([C:37]3[CH:43]=[CH:42][C:40]([NH2:41])=[CH:39][CH:38]=3)[CH2:33][CH2:32]2)[CH2:30][CH2:29][CH2:28][CH2:27]1.Cl. Product: [CH:26]1([N:31]2[CH2:36][CH2:35][N:34]([C:37]3[CH:38]=[CH:39][C:40]([NH:41][C:2]4[C:11]5=[N:12][NH:13][CH:14]=[C:10]5[C:9]5[CH:8]=[C:7]([O:24][CH3:25])[CH:6]=[CH:5][C:4]=5[N:3]=4)=[CH:42][CH:43]=3)[CH2:33][CH2:32]2)[CH2:30][CH2:29][CH2:28][CH2:27]1. The catalyst class is: 71.